Dataset: Reaction yield outcomes from USPTO patents with 853,638 reactions. Task: Predict the reaction yield, written as a fraction of the theoretical maximum amount of product (1.0 means a 100% yield; for example, 0.34 means a 34% yield). (1) The catalyst is ClCCl. The product is [CH3:10][C:11]1[CH:16]=[CH:15][C:14]([O:1][C:2]2[CH:3]=[C:4]([CH:7]=[CH:8][CH:9]=2)[CH:5]=[O:6])=[CH:13][CH:12]=1. The yield is 0.190. The reactants are [OH:1][C:2]1[CH:3]=[C:4]([CH:7]=[CH:8][CH:9]=1)[CH:5]=[O:6].[CH3:10][C:11]1[CH:16]=[CH:15][C:14](B(O)O)=[CH:13][CH:12]=1.C(N(CC)CC)C. (2) The reactants are [Br:1][C:2]1[CH:11]=[C:10]([N+:12]([O-])=O)[C:9]2[CH2:8][CH2:7][CH2:6][CH2:5][C:4]=2[N+:3]=1[O-]. The catalyst is [Fe].C(O)(=O)C. The product is [Br:1][C:2]1[CH:11]=[C:10]([NH2:12])[C:9]2[CH2:8][CH2:7][CH2:6][CH2:5][C:4]=2[N:3]=1. The yield is 0.370. (3) The reactants are [Br:1][C:2]1[CH:7]=[CH:6][C:5]([Cl:8])=[CH:4][C:3]=1[N+:9]([O-])=O.[CH:12]([Mg]Br)=[CH2:13].[NH4+].[Cl-]. The catalyst is O1CCCC1. The product is [Br:1][C:2]1[CH:7]=[CH:6][C:5]([Cl:8])=[C:4]2[C:3]=1[NH:9][CH:13]=[CH:12]2. The yield is 0.440. (4) The reactants are Br[C:2]1[CH:3]=[C:4]([CH2:8][C:9]([O:11][CH2:12][CH3:13])=[O:10])[CH:5]=[CH:6][CH:7]=1.[CH2:14]([Sn](CCCC)(CCCC)C=C)[CH2:15]CC.CCOC(C)=O. The catalyst is CN(C=O)C.[Pd].C1(P(C2C=CC=CC=2)C2C=CC=CC=2)C=CC=CC=1.C1(P(C2C=CC=CC=2)C2C=CC=CC=2)C=CC=CC=1.C1(P(C2C=CC=CC=2)C2C=CC=CC=2)C=CC=CC=1.C1(P(C2C=CC=CC=2)C2C=CC=CC=2)C=CC=CC=1. The product is [CH:14]([C:2]1[CH:3]=[C:4]([CH2:8][C:9]([O:11][CH2:12][CH3:13])=[O:10])[CH:5]=[CH:6][CH:7]=1)=[CH2:15]. The yield is 0.540. (5) The reactants are [Cl:1][C:2]1[CH:7]=[CH:6][C:5]([C:8]2([OH:21])[CH2:13][CH2:12][N:11]([C:14]([O:16][C:17]([CH3:20])([CH3:19])[CH3:18])=[O:15])[CH2:10][CH2:9]2)=[C:4]([CH2:22]O)[CH:3]=1.C1(P(C2C=CC=CC=2)C2C=CC=CC=2)C=CC=CC=1.CCOC(/N=N/C(OCC)=O)=O. The catalyst is C1COCC1. The product is [Cl:1][C:2]1[CH:3]=[C:4]2[C:5](=[CH:6][CH:7]=1)[C:8]1([CH2:9][CH2:10][N:11]([C:14]([O:16][C:17]([CH3:18])([CH3:20])[CH3:19])=[O:15])[CH2:12][CH2:13]1)[O:21][CH2:22]2. The yield is 0.970.